This data is from Forward reaction prediction with 1.9M reactions from USPTO patents (1976-2016). The task is: Predict the product of the given reaction. (1) Given the reactants [CH:1]1([N:6]2[CH2:12][CH:11]([CH2:13][CH3:14])[C:10](=[O:15])[N:9]([CH3:16])[C:8]3[CH:17]=[N:18][C:19]([NH:21][C:22]4[CH:30]=[CH:29][C:25]([C:26](O)=[O:27])=[CH:24][C:23]=4[O:31][CH3:32])=[N:20][C:7]2=3)[CH2:5][CH2:4][CH2:3][CH2:2]1.F[P-](F)(F)(F)(F)F.CN(C(N(C)C)=[N+]1C2C(=NC=CC=2)[N+]([O-])=N1)C.C(N(C(C)C)C(C)C)C.[NH2:66][CH:67]1[CH2:72][CH2:71][N:70]([CH3:73])[CH2:69][CH2:68]1, predict the reaction product. The product is: [CH:1]1([N:6]2[CH2:12][CH:11]([CH2:13][CH3:14])[C:10](=[O:15])[N:9]([CH3:16])[C:8]3[CH:17]=[N:18][C:19]([NH:21][C:22]4[CH:30]=[CH:29][C:25]([C:26]([NH:66][CH:67]5[CH2:72][CH2:71][N:70]([CH3:73])[CH2:69][CH2:68]5)=[O:27])=[CH:24][C:23]=4[O:31][CH3:32])=[N:20][C:7]2=3)[CH2:2][CH2:3][CH2:4][CH2:5]1. (2) The product is: [N:17]1([C:24]2[CH:29]=[CH:28][N:27]=[C:26]([NH:31][C@H:32]3[CH2:36][CH2:35][N:34]([CH:37]4[CH2:22][CH2:21][CH2:20][CH2:19][CH2:18]4)[C@@H:33]3[CH2:44][CH2:45][CH2:7][N:1]3[CH2:2][CH2:3][NH:4][CH2:5][CH2:6]3)[N:25]=2)[CH2:18][CH2:19][CH2:20][CH2:21][CH2:22][CH2:23]1. Given the reactants [N:1]1([C:7](OCC2C=CC=CC=2)=O)[CH2:6][CH2:5][NH:4][CH2:3][CH2:2]1.[N:17]1([C:24]2[CH:29]=[C:28](Cl)[N:27]=[C:26]([NH:31][C@H:32]3[CH2:36][CH2:35][N:34]([C:37](OC(C)(C)C)=O)[C@@H:33]3[CH2:44][CH2:45]C=O)[N:25]=2)[CH2:23][CH2:22][CH2:21][CH2:20][CH2:19][CH2:18]1, predict the reaction product. (3) Given the reactants [CH2:1]([C@H:8]1[CH2:12][O:11][C:10](=[O:13])[N:9]1[C:14](=[O:26])[CH2:15][CH2:16][CH2:17][O:18][CH2:19][C:20]1[CH:25]=[CH:24][CH:23]=[CH:22][CH:21]=1)[C:2]1[CH:7]=[CH:6][CH:5]=[CH:4][CH:3]=1.C[Si](C)(C)[N-][Si](C)(C)C.[Na+].Br[CH2:38][C:39]([O:41][C:42]([CH3:45])([CH3:44])[CH3:43])=[O:40].CN(C)CCNC, predict the reaction product. The product is: [CH2:1]([C@H:8]1[CH2:12][O:11][C:10](=[O:13])[N:9]1[C:14]([C@H:15]([CH2:16][CH2:17][O:18][CH2:19][C:20]1[CH:25]=[CH:24][CH:23]=[CH:22][CH:21]=1)[CH2:38][C:39]([O:41][C:42]([CH3:45])([CH3:44])[CH3:43])=[O:40])=[O:26])[C:2]1[CH:3]=[CH:4][CH:5]=[CH:6][CH:7]=1. (4) Given the reactants [OH:1][CH2:2][C:3]1([CH2:18][OH:19])[CH2:6][CH:5]([NH:7][C:8](=[O:17])[O:9][CH2:10][C:11]2[CH:16]=[CH:15][CH:14]=[CH:13][CH:12]=2)[CH2:4]1.C(N(CC)CC)C.[CH3:27][S:28](Cl)(=[O:30])=[O:29], predict the reaction product. The product is: [CH3:27][S:28]([O:19][CH2:18][C:3]1([CH2:2][O:1][S:28]([CH3:27])(=[O:30])=[O:29])[CH2:6][CH:5]([NH:7][C:8]([O:9][CH2:10][C:11]2[CH:12]=[CH:13][CH:14]=[CH:15][CH:16]=2)=[O:17])[CH2:4]1)(=[O:30])=[O:29]. (5) The product is: [F:1][C:2]([F:7])([F:6])[C:3]([OH:5])=[O:4].[Cl:15][C:16]1[CH:17]=[N:18][C:19]2[NH:20][C:21]3[CH:22]=[CH:23][CH:24]=[C:25]([CH:38]=3)[CH2:26][CH2:27][C:28]3[CH:36]=[C:32]([NH:33][C:34]=1[N:35]=2)[CH:31]=[C:30]([NH:37][C:44]([C:43]1[O:39][N:40]=[CH:41][CH:42]=1)=[O:45])[CH:29]=3. Given the reactants [F:1][C:2]([F:7])([F:6])[C:3]([OH:5])=[O:4].FC(F)(F)C(O)=O.[Cl:15][C:16]1[CH:17]=[N:18][C:19]2[NH:20][C:21]3[CH:22]=[CH:23][CH:24]=[C:25]([CH:38]=3)[CH2:26][CH2:27][C:28]3[CH:36]=[C:32]([NH:33][C:34]=1[N:35]=2)[CH:31]=[C:30]([NH2:37])[CH:29]=3.[O:39]1[C:43]([C:44](Cl)=[O:45])=[CH:42][CH:41]=[N:40]1, predict the reaction product.